This data is from CYP2C9 inhibition data for predicting drug metabolism from PubChem BioAssay. The task is: Regression/Classification. Given a drug SMILES string, predict its absorption, distribution, metabolism, or excretion properties. Task type varies by dataset: regression for continuous measurements (e.g., permeability, clearance, half-life) or binary classification for categorical outcomes (e.g., BBB penetration, CYP inhibition). Dataset: cyp2c9_veith. (1) The result is 0 (non-inhibitor). The drug is CS(=O)(=O)Nc1cccc(-c2nc(NCCN3CCOCC3)c3ccccc3n2)c1. (2) The molecule is CCN(CC)c1ccc2c(c1)OC(N)=C(C#N)C2c1cccnc1. The result is 1 (inhibitor).